This data is from NCI-60 drug combinations with 297,098 pairs across 59 cell lines. The task is: Regression. Given two drug SMILES strings and cell line genomic features, predict the synergy score measuring deviation from expected non-interaction effect. (1) Drug 1: CC1=CC2C(CCC3(C2CCC3(C(=O)C)OC(=O)C)C)C4(C1=CC(=O)CC4)C. Drug 2: C1=NC(=NC(=O)N1C2C(C(C(O2)CO)O)O)N. Cell line: OVCAR-8. Synergy scores: CSS=5.07, Synergy_ZIP=-1.23, Synergy_Bliss=-0.387, Synergy_Loewe=-8.94, Synergy_HSA=-1.69. (2) Drug 1: C1=C(C(=O)NC(=O)N1)N(CCCl)CCCl. Drug 2: CC1=C(C=C(C=C1)C(=O)NC2=CC(=CC(=C2)C(F)(F)F)N3C=C(N=C3)C)NC4=NC=CC(=N4)C5=CN=CC=C5. Cell line: KM12. Synergy scores: CSS=20.1, Synergy_ZIP=-7.14, Synergy_Bliss=-4.16, Synergy_Loewe=1.61, Synergy_HSA=1.85. (3) Drug 1: CNC(=O)C1=CC=CC=C1SC2=CC3=C(C=C2)C(=NN3)C=CC4=CC=CC=N4. Drug 2: C1=C(C(=O)NC(=O)N1)F. Cell line: OVCAR-5. Synergy scores: CSS=35.8, Synergy_ZIP=3.60, Synergy_Bliss=2.88, Synergy_Loewe=1.11, Synergy_HSA=1.91. (4) Drug 1: C1CCC(C1)C(CC#N)N2C=C(C=N2)C3=C4C=CNC4=NC=N3. Drug 2: C1CN1P(=S)(N2CC2)N3CC3. Cell line: ACHN. Synergy scores: CSS=23.2, Synergy_ZIP=-8.09, Synergy_Bliss=-2.21, Synergy_Loewe=-12.4, Synergy_HSA=-2.33. (5) Drug 1: COC1=C(C=C2C(=C1)N=CN=C2NC3=CC(=C(C=C3)F)Cl)OCCCN4CCOCC4. Drug 2: CCCCCOC(=O)NC1=NC(=O)N(C=C1F)C2C(C(C(O2)C)O)O. Cell line: NCI/ADR-RES. Synergy scores: CSS=18.7, Synergy_ZIP=-6.32, Synergy_Bliss=0.449, Synergy_Loewe=-23.4, Synergy_HSA=0.632. (6) Drug 1: C1=CC(=CC=C1C#N)C(C2=CC=C(C=C2)C#N)N3C=NC=N3. Drug 2: C1=NC2=C(N=C(N=C2N1C3C(C(C(O3)CO)O)F)Cl)N. Cell line: HT29. Synergy scores: CSS=-6.90, Synergy_ZIP=7.01, Synergy_Bliss=7.82, Synergy_Loewe=3.08, Synergy_HSA=-0.277.